This data is from Catalyst prediction with 721,799 reactions and 888 catalyst types from USPTO. The task is: Predict which catalyst facilitates the given reaction. (1) The catalyst class is: 103. Product: [CH3:1][O:2][C:3]([C:5]1[CH:6]=[C:7]([C:12]2[CH:17]=[CH:16][C:15]([CH3:18])=[CH:14][C:13]=2[F:19])[CH:8]=[C:9]([C:27]2[N:23]([CH:20]([CH3:22])[CH3:21])[N:24]=[CH:25][CH:26]=2)[CH:10]=1)=[O:4]. Reactant: [CH3:1][O:2][C:3]([C:5]1[CH:6]=[C:7]([C:12]2[CH:17]=[CH:16][C:15]([CH3:18])=[CH:14][C:13]=2[F:19])[CH:8]=[C:9](I)[CH:10]=1)=[O:4].[CH:20]([N:23]1[C:27](B(O)O)=[CH:26][CH:25]=[N:24]1)([CH3:22])[CH3:21].CC([O-])=O.[K+].COCCOC. (2) Reactant: [Cl:1][C:2]1[C:3]([NH:7][C:8]2[NH:12][C:11]3[CH:13]=[C:14]([F:18])[C:15]([F:17])=[CH:16][C:10]=3[N:9]=2)=[CH:4][S:5][CH:6]=1.[Cl:19]N1C(=O)CCC1=O. Product: [ClH:1].[Cl:19][C:4]1[S:5][CH:6]=[C:2]([Cl:1])[C:3]=1[NH:7][C:8]1[NH:12][C:11]2[CH:13]=[C:14]([F:18])[C:15]([F:17])=[CH:16][C:10]=2[N:9]=1. The catalyst class is: 15. (3) Reactant: C[O:2][C:3](=[O:14])[CH:4](Br)[C:5]1[CH:10]=[CH:9][C:8]([F:11])=[C:7]([F:12])[CH:6]=1.[CH:15]1([SH:20])[CH2:19][CH2:18][CH2:17][CH2:16]1.[NH2:21][C:22]1[S:23][CH:24]=[CH:25][N:26]=1. Product: [CH:15]1([S:20][CH:4]([C:5]2[CH:10]=[CH:9][C:8]([F:11])=[C:7]([F:12])[CH:6]=2)[C:3]([OH:2])=[O:14])[CH2:19][CH2:18][CH2:17][CH2:16]1.[CH:15]1([S:20][CH:4]([C:5]2[CH:10]=[CH:9][C:8]([F:11])=[C:7]([F:12])[CH:6]=2)[C:3]([NH:21][C:22]2[S:23][CH:24]=[CH:25][N:26]=2)=[O:14])[CH2:19][CH2:18][CH2:17][CH2:16]1. The catalyst class is: 1. (4) Reactant: [Li+].[OH-].[CH3:3][NH:4][C:5]1[N:10]=[C:9]([CH2:11][CH2:12][O:13][C:14]2[CH:38]=[CH:37][C:17]3[CH2:18][C@@H:19]([CH2:32][C:33]([O:35]C)=[O:34])[C:20](=[O:31])[N:21]([CH2:23][CH2:24][C:25]4[CH:30]=[CH:29][CH:28]=[CH:27][CH:26]=4)[CH2:22][C:16]=3[CH:15]=2)[CH:8]=[CH:7][CH:6]=1. Product: [CH3:3][NH:4][C:5]1[N:10]=[C:9]([CH2:11][CH2:12][O:13][C:14]2[CH:38]=[CH:37][C:17]3[CH2:18][C@@H:19]([CH2:32][C:33]([OH:35])=[O:34])[C:20](=[O:31])[N:21]([CH2:23][CH2:24][C:25]4[CH:30]=[CH:29][CH:28]=[CH:27][CH:26]=4)[CH2:22][C:16]=3[CH:15]=2)[CH:8]=[CH:7][CH:6]=1. The catalyst class is: 20. (5) Reactant: [CH2:1]([O:8][C:9]1[C:10]([C:21]([O:23][CH2:24][CH3:25])=[O:22])=[C:11](Br)[N:12]2[CH2:17][CH2:16][N:15]([CH3:18])[C:14](=[O:19])[C:13]=12)[C:2]1[CH:7]=[CH:6][CH:5]=[CH:4][CH:3]=1.[C:26]([O-])(=[O:28])[CH3:27].[Tl+].C(N(C(C)C)CC)(C)C.C1(P(C2C=CC=CC=2)CCCP(C2C=CC=CC=2)C2C=CC=CC=2)C=CC=CC=1.C(OCCCC)=C. Product: [C:26]([C:11]1[N:12]2[CH2:17][CH2:16][N:15]([CH3:18])[C:14](=[O:19])[C:13]2=[C:9]([O:8][CH2:1][C:2]2[CH:7]=[CH:6][CH:5]=[CH:4][CH:3]=2)[C:10]=1[C:21]([O:23][CH2:24][CH3:25])=[O:22])(=[O:28])[CH3:27]. The catalyst class is: 274. (6) Reactant: Cl[C:2]([O:4][CH2:5][CH3:6])=[O:3].[C:7]1(=[O:17])[NH:11][C:10](=[O:12])[CH:9]2[CH2:13][CH:14]=[CH:15][CH2:16][CH:8]12.C(N(CC)CC)C.CO. Product: [CH2:5]([O:4][C:2]([N:11]1[C:10](=[O:12])[CH:9]2[CH2:13][CH:14]=[CH:15][CH2:16][CH:8]2[C:7]1=[O:17])=[O:3])[CH3:6]. The catalyst class is: 695. (7) Reactant: Br[C:2]1[CH:7]=[CH:6][C:5]([C:8]([N:10]2[CH2:14][CH2:13][CH2:12][CH2:11]2)=[O:9])=[CH:4][CH:3]=1.[CH3:15][C:16]1([CH3:32])[C:20]([CH3:22])([CH3:21])[O:19][B:18]([B:18]2[O:19][C:20]([CH3:22])([CH3:21])[C:16]([CH3:32])([CH3:15])[O:17]2)[O:17]1.C(O[K])(C)=O.CCOC(C)=O. Product: [N:10]1([C:8]([C:5]2[CH:6]=[CH:7][C:2]([B:18]3[O:19][C:20]([CH3:22])([CH3:21])[C:16]([CH3:32])([CH3:15])[O:17]3)=[CH:3][CH:4]=2)=[O:9])[CH2:14][CH2:13][CH2:12][CH2:11]1. The catalyst class is: 75.